This data is from Full USPTO retrosynthesis dataset with 1.9M reactions from patents (1976-2016). The task is: Predict the reactants needed to synthesize the given product. (1) Given the product [OH:25][CH2:26][C@@H:27]1[C@H:20]([OH:21])[C@@H:19]([O:41][CH3:42])[C@H:18]([N:13]2[CH:12]=[N:11][C:10]3[C:14]2=[N:15][CH:16]=[N:17][C:9]=3/[CH:1]=[CH:2]/[C:3]2[CH:8]=[CH:7][CH:6]=[CH:5][CH:4]=2)[O:28]1, predict the reactants needed to synthesize it. The reactants are: [CH:1](/[C:9]1[N:17]=[CH:16][N:15]=[C:14]2[C:10]=1[N:11]=[CH:12][N:13]2[C@@H:18]1[O:28][C@H:27]2[C@@H:20]([O:21][Si](C(C)C)(C(C)C)O[Si](C(C)C)(C(C)C)[O:25][CH2:26]2)[C@H:19]1[O:41][CH3:42])=[CH:2]\[C:3]1[CH:8]=[CH:7][CH:6]=[CH:5][CH:4]=1.C(O)(=O)C.[F-].C([N+](CCCC)(CCCC)CCCC)CCC. (2) Given the product [F:1][C:2]1[CH:3]=[C:4]([C:35]2[C:36]([C:41]#[N:42])=[CH:37][CH:38]=[CH:39][CH:40]=2)[CH:5]=[CH:6][C:7]=1[CH2:8][C:9]1[C:10](=[O:34])[N:11]([C@H:21]2[CH2:22][CH2:23][C@H:24]([O:27][CH:28]3[C:32]([OH:33])([CH3:43])[CH2:31][O:30][CH2:29]3)[CH2:25][CH2:26]2)[C:12]2[N:13]([N:18]=[CH:19][N:20]=2)[C:14]=1[CH2:15][CH2:16][CH3:17], predict the reactants needed to synthesize it. The reactants are: [F:1][C:2]1[CH:3]=[C:4]([C:35]2[C:36]([C:41]#[N:42])=[CH:37][CH:38]=[CH:39][CH:40]=2)[CH:5]=[CH:6][C:7]=1[CH2:8][C:9]1[C:10](=[O:34])[N:11]([C@H:21]2[CH2:26][CH2:25][C@H:24]([O:27][C@H:28]3[C:32](=[O:33])[CH2:31][O:30][CH2:29]3)[CH2:23][CH2:22]2)[C:12]2[N:13]([N:18]=[CH:19][N:20]=2)[C:14]=1[CH2:15][CH2:16][CH3:17].[CH3:43][Mg]Br.[Cl-].[NH4+].